Dataset: Reaction yield outcomes from USPTO patents with 853,638 reactions. Task: Predict the reaction yield, written as a fraction of the theoretical maximum amount of product (1.0 means a 100% yield; for example, 0.34 means a 34% yield). (1) The reactants are [CH3:1][C@@H:2]1[N:13]([CH3:14])[C:12](=[O:15])[C@H:11]([CH2:16][C:17]([O:19]C(C)(C)C)=O)[CH2:10][CH:9]=[CH:8][CH2:7][CH2:6][C:5](=[O:24])[O:4][C@@H:3]1[C:25]1[CH:30]=[CH:29][CH:28]=[CH:27][CH:26]=1.FC(F)(F)C(O)=O.C[C@@H]1N(C)C(=O)[C@H](CC(O)=O)CC=CCCC(=O)O[C@@H]1C1C=CC=CC=1.[Cl:64][C:65]1[CH:70]=[CH:69][C:68]([CH2:71][NH2:72])=[CH:67][CH:66]=1. The catalyst is C(Cl)Cl.CO.C(Cl)Cl. The product is [Cl:64][C:65]1[CH:70]=[CH:69][C:68]([CH2:71][NH:72][C:17](=[O:19])[CH2:16][C@@H:11]2[CH2:10][CH:9]=[CH:8][CH2:7][CH2:6][C:5](=[O:24])[O:4][C@H:3]([C:25]3[CH:26]=[CH:27][CH:28]=[CH:29][CH:30]=3)[C@H:2]([CH3:1])[N:13]([CH3:14])[C:12]2=[O:15])=[CH:67][CH:66]=1. The yield is 0.730. (2) The reactants are [C:1]([O:5][C:6](=[O:35])[NH:7][CH:8]([CH2:27][C:28]1[CH:33]=[CH:32][C:31]([Cl:34])=[CH:30][CH:29]=1)[C:9]([N:11]1[CH2:16][CH2:15][N:14]([C:17]2[C:18]3[S:25][C:24](I)=[CH:23][C:19]=3[N:20]=[CH:21][N:22]=2)[CH2:13][CH2:12]1)=[O:10])([CH3:4])([CH3:3])[CH3:2].[C:36]([Cu])#[N:37]. The catalyst is N1C=CC=CC=1. The product is [C:1]([O:5][C:6](=[O:35])[NH:7][CH:8]([CH2:27][C:28]1[CH:33]=[CH:32][C:31]([Cl:34])=[CH:30][CH:29]=1)[C:9]([N:11]1[CH2:16][CH2:15][N:14]([C:17]2[C:18]3[S:25][C:24]([C:36]#[N:37])=[CH:23][C:19]=3[N:20]=[CH:21][N:22]=2)[CH2:13][CH2:12]1)=[O:10])([CH3:4])([CH3:3])[CH3:2]. The yield is 0.690.